This data is from Full USPTO retrosynthesis dataset with 1.9M reactions from patents (1976-2016). The task is: Predict the reactants needed to synthesize the given product. Given the product [C:1]([C:5]1[CH:6]=[C:7]2[C:11](=[CH:12][CH:13]=1)[C@H:10]([NH:14][C:15]([NH:17][C:18]1[CH:26]=[CH:25][CH:24]=[C:23]3[C:19]=1[CH:20]=[N:21][N:22]3[C:27]([O:29][CH2:30][P:31](=[O:32])([OH:41])[OH:33])=[O:28])=[O:16])[CH2:9][CH2:8]2)([CH3:4])([CH3:2])[CH3:3], predict the reactants needed to synthesize it. The reactants are: [C:1]([C:5]1[CH:6]=[C:7]2[C:11](=[CH:12][CH:13]=1)[C@H:10]([NH:14][C:15]([NH:17][C:18]1[CH:26]=[CH:25][CH:24]=[C:23]3[C:19]=1[CH:20]=[N:21][N:22]3[C:27]([O:29][CH2:30][P:31]([O:41]CC1C=CC=CC=1)([O:33]CC1C=CC=CC=1)=[O:32])=[O:28])=[O:16])[CH2:9][CH2:8]2)([CH3:4])([CH3:3])[CH3:2].